Task: Predict which catalyst facilitates the given reaction.. Dataset: Catalyst prediction with 721,799 reactions and 888 catalyst types from USPTO (1) Reactant: C([O:5]C([NH:8][CH2:9][CH:10](C)CCCCCCC[CH2:10][C:9]([NH:8]C(CC1C=CC=CC=1)C(NCC(=O)COC(=O)C1C([C:37]([F:40])([F:39])[F:38])=CC=CC=1[C:37]([F:40])([F:39])[F:38])=O)=O)=[O:5])(C)(C)C.[CH3:55][OH:56].CCN(C(C)C)C(C)C.Cl.[O:67]1CCOCC1. Product: [C:55]([OH:67])([C:37]([F:40])([F:39])[F:38])=[O:56].[C:9](#[N:8])[CH3:10].[C:55]([OH:67])([C:37]([F:40])([F:39])[F:38])=[O:56].[OH2:5]. The catalyst class is: 623. (2) The catalyst class is: 106. Product: [Br:1][C:2]1[CH:3]=[C:4]2[N:9]=[CH:10][NH:8][C:5]2=[N:6][CH:7]=1. Reactant: [Br:1][C:2]1[CH:3]=[C:4]([NH2:9])[C:5]([NH2:8])=[N:6][CH:7]=1.[CH2:10](OC(OCC)OCC)C. (3) Reactant: [CH2:1]([O:8][C:9]([NH:11][C@H:12]([C:16]([OH:18])=O)[CH:13]([CH3:15])[CH3:14])=[O:10])[C:2]1[CH:7]=[CH:6][CH:5]=[CH:4][CH:3]=1.Cl.[C:20]([O:24][C:25](=[O:37])[CH2:26][C@@H:27]([O:35][CH3:36])[C@@H:28]([NH:33][CH3:34])[C@@H:29]([CH3:32])[CH2:30][CH3:31])([CH3:23])([CH3:22])[CH3:21].Cl.CN(C)CCCN=C=NCC.O.ON1C2C=CC=CC=2N=N1.C(N(CC)C(C)C)(C)C.[Cl-].[NH4+]. Product: [C:20]([O:24][C:25](=[O:37])[CH2:26][C@@H:27]([O:35][CH3:36])[C@@H:28]([N:33]([C:16](=[O:18])[C@H:12]([CH:13]([CH3:14])[CH3:15])[NH:11][C:9]([O:8][CH2:1][C:2]1[CH:3]=[CH:4][CH:5]=[CH:6][CH:7]=1)=[O:10])[CH3:34])[C@@H:29]([CH3:32])[CH2:30][CH3:31])([CH3:22])([CH3:21])[CH3:23]. The catalyst class is: 39.